The task is: Predict the product of the given reaction.. This data is from Forward reaction prediction with 1.9M reactions from USPTO patents (1976-2016). (1) Given the reactants [C:1]([O:5][C:6]([N:8]1[C:16]2[CH2:15][CH2:14][N:13]([C:17](=S)[CH2:18][C:19]([C:21]3([O:24][CH3:25])[CH2:23][CH2:22]3)=O)[CH2:12][C:11]=2[CH:10]=[C:9]1[C:27]1[C:32]([F:33])=[CH:31][CH:30]=[CH:29][C:28]=1[F:34])=[O:7])([CH3:4])([CH3:3])[CH3:2].Cl.[CH2:36]([NH:38][NH2:39])[CH3:37].CCN(C(C)C)C(C)C, predict the reaction product. The product is: [C:1]([O:5][C:6]([N:8]1[C:16]2[CH2:15][CH2:14][N:13]([C:17]3[N:38]([CH2:36][CH3:37])[N:39]=[C:19]([C:21]4([O:24][CH3:25])[CH2:22][CH2:23]4)[CH:18]=3)[CH2:12][C:11]=2[CH:10]=[C:9]1[C:27]1[C:28]([F:34])=[CH:29][CH:30]=[CH:31][C:32]=1[F:33])=[O:7])([CH3:3])([CH3:2])[CH3:4]. (2) Given the reactants [CH2:1]([O:3][C:4](=[O:6])[CH3:5])[CH3:2].Br[C:8]1[CH:9]=[C:10]([S:15][C:16]2[CH:26]=[CH:25][C:19]([O:20]CC(O)=O)=[C:18]([CH3:27])[CH:17]=2)[CH:11]=[C:12]([OH:14])[CH:13]=1.[CH2:28]([N:31]1[CH2:36][CH2:35][O:34][CH2:33][CH2:32]1)[C:29]#[CH:30], predict the reaction product. The product is: [CH2:1]([O:3][C:4](=[O:6])[CH2:5][O:20][C:19]1[CH:25]=[CH:26][C:16]([S:15][C:10]2[CH:9]=[C:8]([C:30]#[C:29][CH2:28][N:31]3[CH2:36][CH2:35][O:34][CH2:33][CH2:32]3)[CH:13]=[C:12]([OH:14])[CH:11]=2)=[CH:17][C:18]=1[CH3:27])[CH3:2]. (3) Given the reactants [C:1]([O:5][C:6]([NH:8][CH2:9][C:10]1[N:11]([CH2:31][CH:32]([CH3:34])[CH3:33])[C:12](=[O:30])[C:13]2[C:18]([C:19]=1[C:20]1[CH:25]=[CH:24][CH:23]=[CH:22][C:21]=1[F:26])=[CH:17][C:16]([C:27](O)=[O:28])=[CH:15][CH:14]=2)=[O:7])([CH3:4])([CH3:3])[CH3:2].Cl.C([N:38]=C=NCCCN(C)C)C.[NH4+].ON1C2C=CC=CC=2N=N1.O, predict the reaction product. The product is: [C:1]([O:5][C:6]([NH:8][CH2:9][C:10]1[N:11]([CH2:31][CH:32]([CH3:34])[CH3:33])[C:12](=[O:30])[C:13]2[C:18]([C:19]=1[C:20]1[CH:25]=[CH:24][CH:23]=[CH:22][C:21]=1[F:26])=[CH:17][C:16]([C:27]([NH2:38])=[O:28])=[CH:15][CH:14]=2)=[O:7])([CH3:4])([CH3:2])[CH3:3]. (4) Given the reactants [CH3:1][C:2]1[CH:3]=[C:4]2[C:13](=[CH:14][C:15]=1[C:16](OC)=[O:17])[C:12]1[N:8]([CH:9]=[C:10]([C:20]3[N:24]([CH:25]([CH3:27])[CH3:26])[N:23]=[CH:22][N:21]=3)[N:11]=1)[CH2:7][CH2:6][O:5]2.[H-].[H-].[H-].[H-].[Li+].[Al+3], predict the reaction product. The product is: [CH3:1][C:2]1[CH:3]=[C:4]2[C:13](=[CH:14][C:15]=1[CH2:16][OH:17])[C:12]1[N:8]([CH:9]=[C:10]([C:20]3[N:24]([CH:25]([CH3:27])[CH3:26])[N:23]=[CH:22][N:21]=3)[N:11]=1)[CH2:7][CH2:6][O:5]2. (5) Given the reactants C(OC([N:8]([OH:21])[C:9]1([CH2:18][CH:19]=[CH2:20])[C:14](=[O:15])[NH:13][C:12](=[O:16])[NH:11][C:10]1=[O:17])=O)(C)(C)C, predict the reaction product. The product is: [OH:21][NH:8][C:9]1([CH2:18][CH:19]=[CH2:20])[C:10](=[O:17])[NH:11][C:12](=[O:16])[NH:13][C:14]1=[O:15].